From a dataset of Forward reaction prediction with 1.9M reactions from USPTO patents (1976-2016). Predict the product of the given reaction. (1) Given the reactants [CH3:1][N:2]([CH3:16])[C:3]1([C:10]2[CH:15]=[CH:14][CH:13]=[CH:12][CH:11]=2)[CH2:8][CH2:7][CH:6]([NH2:9])[CH2:5][CH2:4]1.C(N(CC)CC)C.[Cl:24][C:25]1[CH:26]=[C:27]([CH:33]=[CH:34][CH:35]=1)[O:28][CH2:29][C:30](Cl)=[O:31].[OH-].[Na+], predict the reaction product. The product is: [Cl:24][C:25]1[CH:26]=[C:27]([CH:33]=[CH:34][CH:35]=1)[O:28][CH2:29][C:30]([NH:9][CH:6]1[CH2:7][CH2:8][C:3]([N:2]([CH3:16])[CH3:1])([C:10]2[CH:15]=[CH:14][CH:13]=[CH:12][CH:11]=2)[CH2:4][CH2:5]1)=[O:31]. (2) Given the reactants [C:1]([C:3](=[C:9]([S:12][CH3:13])SC)[C:4]([O:6][CH2:7][CH3:8])=[O:5])#[N:2].CS.[NH:16]1[CH2:21][CH2:20][CH2:19][CH2:18][CH2:17]1.CCOC(C)=O, predict the reaction product. The product is: [C:1](/[C:3](=[C:9](/[S:12][CH3:13])\[N:16]1[CH2:21][CH2:20][CH2:19][CH2:18][CH2:17]1)/[C:4]([O:6][CH2:7][CH3:8])=[O:5])#[N:2]. (3) Given the reactants [NH:1]1C=[CH:4][CH:3]=[C:2]1[C:6]([O:8][CH3:9])=[O:7].[Cl:10]OC(C)(C)C.[CH2:16]([Cl:18])Cl, predict the reaction product. The product is: [Cl:10][C:3]1[CH:4]=[C:16]([Cl:18])[NH:1][C:2]=1[C:6]([O:8][CH3:9])=[O:7].